Dataset: Forward reaction prediction with 1.9M reactions from USPTO patents (1976-2016). Task: Predict the product of the given reaction. Given the reactants [CH2:1]([O:3][C:4]([C:6]1[C:14]2[C:9](=[CH:10][CH:11]=[C:12]([O:15]C3C=CC(C(F)(F)F)=CC=3)[CH:13]=2)[N:8]([C:26]2[CH:31]=[CH:30][C:29]([O:32][CH:33]([CH3:35])[CH3:34])=[CH:28][CH:27]=2)[C:7]=1CC(O)=O)=[O:5])C.Cl[C:41]1[CH:46]=[CH:45][C:44]([N+:47]([O-:49])=[O:48])=[CH:43][N:42]=1, predict the reaction product. The product is: [CH3:1][O:3][C:4]([C:7]1[N:8]([C:26]2[CH:31]=[CH:30][C:29]([O:32][CH:33]([CH3:35])[CH3:34])=[CH:28][CH:27]=2)[C:9]2[C:14]([C:6]=1[C:4]([O:3][CH3:1])=[O:5])=[CH:13][C:12]([O:15][C:41]1[CH:46]=[CH:45][C:44]([N+:47]([O-:49])=[O:48])=[CH:43][N:42]=1)=[CH:11][CH:10]=2)=[O:5].